Dataset: Forward reaction prediction with 1.9M reactions from USPTO patents (1976-2016). Task: Predict the product of the given reaction. (1) Given the reactants OS([O-])(=O)=O.[K+].[CH3:7][C:8]([S@@:11]([NH2:13])=[O:12])([CH3:10])[CH3:9].[CH:14]([C:16]1[CH:17]=[C:18]([CH:21]=[CH:22][CH:23]=1)[C:19]#[N:20])=O, predict the reaction product. The product is: [C:8]([S+:11](/[N:13]=[CH:14]/[C:16]1[CH:23]=[CH:22][CH:21]=[C:18]([C:19]#[N:20])[CH:17]=1)[O-:12])([CH3:10])([CH3:9])[CH3:7]. (2) Given the reactants [F:1][C:2]1[CH:36]=[CH:35][CH:34]=[C:33]([F:37])[C:3]=1[CH2:4][C:5]1[CH:10]=[CH:9][CH:8]=[C:7]([O:11][CH3:12])[C:6]=1[N:13]([S:20]([C:23]1[CH:28]=[CH:27][C:26]([O:29][CH3:30])=[C:25]([O:31][CH3:32])[CH:24]=1)(=[O:22])=[O:21])[CH2:14][C:15]([O:17]CC)=[O:16].[OH-].[Na+], predict the reaction product. The product is: [F:1][C:2]1[CH:36]=[CH:35][CH:34]=[C:33]([F:37])[C:3]=1[CH2:4][C:5]1[CH:10]=[CH:9][CH:8]=[C:7]([O:11][CH3:12])[C:6]=1[N:13]([S:20]([C:23]1[CH:28]=[CH:27][C:26]([O:29][CH3:30])=[C:25]([O:31][CH3:32])[CH:24]=1)(=[O:22])=[O:21])[CH2:14][C:15]([OH:17])=[O:16]. (3) The product is: [Cl:23][C:24]1[CH:29]=[C:28]([NH:30][C:31]([N:17]2[CH2:18][CH2:19][N:14]([CH2:13][CH2:12][CH2:11][C:10]([N:8]3[CH2:7][CH2:6][C:3]4([CH2:5][CH2:4]4)[C@H:2]([OH:1])[CH2:9]3)=[O:22])[C:15](=[O:21])[C@@H:16]2[CH3:20])=[O:32])[CH:27]=[CH:26][C:25]=1[C:33]([F:36])([F:35])[F:34]. Given the reactants [OH:1][C@@H:2]1[CH2:9][N:8]([C:10](=[O:22])[CH2:11][CH2:12][CH2:13][N:14]2[CH2:19][CH2:18][NH:17][C@@H:16]([CH3:20])[C:15]2=[O:21])[CH2:7][CH2:6][C:3]21[CH2:5][CH2:4]2.[Cl:23][C:24]1[CH:29]=[C:28]([N:30]=[C:31]=[O:32])[CH:27]=[CH:26][C:25]=1[C:33]([F:36])([F:35])[F:34], predict the reaction product. (4) Given the reactants [CH3:1][C:2]1[CH:7]=[CH:6][C:5]([O:8][C:9]2[N:14]=[CH:13][C:12]([NH:15][C:16]([C@@H:18]([NH:21]C(=O)OC(C)(C)C)[CH2:19][CH3:20])=[O:17])=[CH:11][CH:10]=2)=[CH:4][C:3]=1[O:29][CH3:30].C(O)(C(F)(F)F)=O, predict the reaction product. The product is: [NH2:21][C@@H:18]([CH2:19][CH3:20])[C:16]([NH:15][C:12]1[CH:13]=[N:14][C:9]([O:8][C:5]2[CH:6]=[CH:7][C:2]([CH3:1])=[C:3]([O:29][CH3:30])[CH:4]=2)=[CH:10][CH:11]=1)=[O:17]. (5) Given the reactants Cl.[Cl:2][C:3]1[CH:8]=[CH:7][C:6]([S:9]([N:12]2[CH2:17][CH2:16][NH:15][CH2:14][C@@H:13]2[CH3:18])(=[O:11])=[O:10])=[CH:5][CH:4]=1.C(Cl)CCl.C1C=CC2N(O)N=NC=2C=1.[CH3:33][C:34]1[N:39]=[CH:38][C:37]([C:40](O)=[O:41])=[CH:36][CH:35]=1.C(N1CCOCC1)C, predict the reaction product. The product is: [Cl:2][C:3]1[CH:4]=[CH:5][C:6]([S:9]([N:12]2[CH2:17][CH2:16][N:15]([C:40]([C:37]3[CH:38]=[N:39][C:34]([CH3:33])=[CH:35][CH:36]=3)=[O:41])[CH2:14][C@@H:13]2[CH3:18])(=[O:10])=[O:11])=[CH:7][CH:8]=1.